This data is from Catalyst prediction with 721,799 reactions and 888 catalyst types from USPTO. The task is: Predict which catalyst facilitates the given reaction. Reactant: [Br:1][C:2]1[CH:22]=[CH:21][C:5]([O:6][CH:7]([C:12]2[CH:20]=[CH:19][C:15]([C:16](O)=[O:17])=[CH:14][CH:13]=2)[CH2:8][CH:9]([CH3:11])[CH3:10])=[CH:4][C:3]=1[CH:23]1[O:28][CH2:27][CH2:26][CH2:25][O:24]1.C(N(CC)CC)C.Cl.[CH3:37][O:38][C:39](=[O:43])[CH2:40][CH2:41][NH2:42].CCN=C=NCCCN(C)C. Product: [CH3:37][O:38][C:39](=[O:43])[CH2:40][CH2:41][NH:42][C:16](=[O:17])[C:15]1[CH:19]=[CH:20][C:12]([CH:7]([O:6][C:5]2[CH:21]=[CH:22][C:2]([Br:1])=[C:3]([CH:23]3[O:28][CH2:27][CH2:26][CH2:25][O:24]3)[CH:4]=2)[CH2:8][CH:9]([CH3:11])[CH3:10])=[CH:13][CH:14]=1. The catalyst class is: 64.